Dataset: Forward reaction prediction with 1.9M reactions from USPTO patents (1976-2016). Task: Predict the product of the given reaction. (1) Given the reactants [Br:1][C:2]1[CH:3]=[C:4]([C:8]2[N:9]([CH2:18][C:19]3[CH:24]=[C:23]([Cl:25])[CH:22]=[CH:21][C:20]=3[Cl:26])[C:10]([C:13]([O:15]CC)=[O:14])=[CH:11][N:12]=2)[CH:5]=[N:6][CH:7]=1.[OH-].[Na+].Cl, predict the reaction product. The product is: [Br:1][C:2]1[CH:3]=[C:4]([C:8]2[N:9]([CH2:18][C:19]3[CH:24]=[C:23]([Cl:25])[CH:22]=[CH:21][C:20]=3[Cl:26])[C:10]([C:13]([OH:15])=[O:14])=[CH:11][N:12]=2)[CH:5]=[N:6][CH:7]=1. (2) Given the reactants [CH3:1][C:2]1[N:6]=[C:5]([CH3:7])[N:4]([C:8]2[N:13]=[C:12]([CH3:14])[N:11]=[C:10]([N:15]3[CH2:18][CH:17]([C:19]4[NH:23][C:22]5[CH:24]=[CH:25][CH:26]=[CH:27][C:21]=5[N:20]=4)[CH2:16]3)[CH:9]=2)[N:3]=1.[CH2:28](I)[CH3:29].C(=O)([O-])[O-].[Cs+].[Cs+], predict the reaction product. The product is: [CH3:1][C:2]1[N:6]=[C:5]([CH3:7])[N:4]([C:8]2[N:13]=[C:12]([CH3:14])[N:11]=[C:10]([N:15]3[CH2:18][CH:17]([C:19]4[N:23]([CH2:28][CH3:29])[C:22]5[CH:24]=[CH:25][CH:26]=[CH:27][C:21]=5[N:20]=4)[CH2:16]3)[CH:9]=2)[N:3]=1. (3) Given the reactants [CH2:1]([O:8][C:9]([N:11]1[CH2:15][C:14](=[O:16])[N:13]=[C:12]1[NH2:17])=[O:10])[C:2]1[CH:7]=[CH:6][CH:5]=[CH:4][CH:3]=1.[F:18][C:19]([F:33])([F:32])[C:20]1[CH:27]=[C:26]([C:28]([F:31])([F:30])[F:29])[CH:25]=[CH:24][C:21]=1[CH2:22]Br.C([O-])([O-])=O.[K+].[K+], predict the reaction product. The product is: [CH2:1]([O:8][C:9]([N:11]1[CH2:15][C:14](=[O:16])[N:13]=[C:12]1[NH:17][CH2:22][C:21]1[CH:24]=[CH:25][C:26]([C:28]([F:31])([F:30])[F:29])=[CH:27][C:20]=1[C:19]([F:18])([F:32])[F:33])=[O:10])[C:2]1[CH:7]=[CH:6][CH:5]=[CH:4][CH:3]=1. (4) Given the reactants [N+:1]([C:4]1[CH:5]=[N:6][N:7]([C:9]2([C:13](OCC)=[O:14])[CH2:12][CH2:11][CH2:10]2)[CH:8]=1)([O-:3])=[O:2].[BH4-].[Li+].O, predict the reaction product. The product is: [N+:1]([C:4]1[CH:5]=[N:6][N:7]([C:9]2([CH2:13][OH:14])[CH2:12][CH2:11][CH2:10]2)[CH:8]=1)([O-:3])=[O:2]. (5) Given the reactants S1C2C(=NC=CC=2OC2C=CC(N)=CC=2)C=C1.F[C:19]1[CH:20]=[C:21]([NH:45][C:46]([NH:48][C:49](=[O:57])[CH2:50][C:51]2[CH:56]=[CH:55][CH:54]=[CH:53][CH:52]=2)=[S:47])[CH:22]=[CH:23][C:24]=1[O:25][C:26]1[CH:31]=[CH:30][N:29]=[C:28]2[CH:32]=[C:33](C3C=CC(S(C)(=O)=O)=CC=3)[S:34][C:27]=12, predict the reaction product. The product is: [C:51]1([CH2:50][C:49]([NH:48][C:46](=[S:47])[NH:45][C:21]2[CH:20]=[CH:19][C:24]([O:25][C:26]3[CH:31]=[CH:30][N:29]=[C:28]4[CH:32]=[CH:33][S:34][C:27]=34)=[CH:23][CH:22]=2)=[O:57])[CH:56]=[CH:55][CH:54]=[CH:53][CH:52]=1. (6) Given the reactants [NH2:1][CH2:2][CH2:3][NH:4][CH2:5][CH2:6][NH:7][CH2:8][CH2:9][NH2:10].[CH2:11]1[O:13][CH2:12]1.C(OCC1OC1)C=C, predict the reaction product. The product is: [NH2:1][CH2:2][CH2:3][NH:4][CH2:5][CH2:6][NH:7][CH2:8][CH2:9][NH2:10].[CH2:12]1[O:13][CH2:11]1.[NH2:1][CH2:2][CH2:3][NH:4][CH2:5][CH2:6][NH:7][CH2:8][CH2:9][NH2:10]. (7) Given the reactants [OH-].[Na+].[F:3][C:4]([F:33])([F:32])[C:5]1[CH:6]=[C:7]([CH:29]=[CH:30][CH:31]=1)[CH2:8][C:9]1[S:10][C:11]2[C:17]([C:18]3[CH:19]=[C:20]([CH:26]=[CH:27][CH:28]=3)[C:21](OCC)=[O:22])=[CH:16][CH:15]=[CH:14][C:12]=2[CH:13]=1.Cl.[NH2:35][CH2:36][CH2:37][OH:38].CCN=C=NCCCN(C)C.C1C=CC2N(O)N=NC=2C=1, predict the reaction product. The product is: [OH:38][CH2:37][CH2:36][NH:35][C:21](=[O:22])[C:20]1[CH:26]=[CH:27][CH:28]=[C:18]([C:17]2[C:11]3[S:10][C:9]([CH2:8][C:7]4[CH:29]=[CH:30][CH:31]=[C:5]([C:4]([F:3])([F:33])[F:32])[CH:6]=4)=[CH:13][C:12]=3[CH:14]=[CH:15][CH:16]=2)[CH:19]=1. (8) Given the reactants [CH:1]([O:14][C:15]([C:17]1([O:20]/[N:21]=[C:22](/[C:26]2[N:27]=[C:28]([NH:31][C:32]([O:34][C:35]([CH3:38])([CH3:37])[CH3:36])=[O:33])[S:29][CH:30]=2)\[C:23]([OH:25])=O)[CH2:19][CH2:18]1)=[O:16])([C:8]1[CH:13]=[CH:12][CH:11]=[CH:10][CH:9]=1)[C:2]1[CH:7]=[CH:6][CH:5]=[CH:4][CH:3]=1.CC[N:41]([CH:45](C)C)[CH:42](C)C.CN(C(O[N:56]1[N:64]=NC2C=CC=N[C:57]1=2)=[N+](C)C)C.F[P-](F)(F)(F)(F)F.[NH2:72][CH:73]1[CH2:76][NH:75][C:74]1=[O:77], predict the reaction product. The product is: [N:56]1([CH2:57][C@@H:76]2[C@H:73]([NH:72][C:23](=[O:25])/[C:22](=[N:21]\[O:20][C:17]3([C:15]([O:14][CH:1]([C:8]4[CH:13]=[CH:12][CH:11]=[CH:10][CH:9]=4)[C:2]4[CH:3]=[CH:4][CH:5]=[CH:6][CH:7]=4)=[O:16])[CH2:18][CH2:19]3)/[C:26]3[N:27]=[C:28]([NH:31][C:32]([O:34][C:35]([CH3:36])([CH3:37])[CH3:38])=[O:33])[S:29][CH:30]=3)[C:74](=[O:77])[NH:75]2)[CH:45]=[N:41][CH:42]=[N:64]1. (9) Given the reactants [F:1][C:2]1[CH:7]=[CH:6][C:5]([F:8])=[CH:4][C:3]=1[CH:9]=[CH:10][C:11]([OH:13])=O.[CH3:14][C:15]1[N:19]([CH3:20])[C:18]([C:21]2[CH:22]=[C:23]([CH:25]=[CH:26][CH:27]=2)[NH2:24])=[CH:17][N:16]=1, predict the reaction product. The product is: [F:1][C:2]1[CH:7]=[CH:6][C:5]([F:8])=[CH:4][C:3]=1/[CH:9]=[CH:10]/[C:11]([NH:24][C:23]1[CH:25]=[CH:26][CH:27]=[C:21]([C:18]2[N:19]([CH3:20])[C:15]([CH3:14])=[N:16][CH:17]=2)[CH:22]=1)=[O:13]. (10) Given the reactants F[CH2:2][CH2:3][N:4]1[CH2:7][CH:6]([NH:8][C:9]2[CH:14]=[CH:13][C:12]([NH:15][C:16]3[N:21]=[C:20]([NH:22][C:23]4[CH:24]=[C:25]([NH:29][C:30](=[O:33])[CH:31]=[CH2:32])[CH:26]=[CH:27][CH:28]=4)[C:19]([C:34]([F:37])([F:36])[F:35])=[CH:18][N:17]=3)=[C:11]([O:38][CH3:39])[CH:10]=2)[CH2:5]1.FC(F)(F)C(O)=[O:43], predict the reaction product. The product is: [C:3]([N:4]1[CH2:7][CH:6]([NH:8][C:9]2[CH:14]=[CH:13][C:12]([NH:15][C:16]3[N:21]=[C:20]([NH:22][C:23]4[CH:24]=[C:25]([NH:29][C:30](=[O:33])[CH:31]=[CH2:32])[CH:26]=[CH:27][CH:28]=4)[C:19]([C:34]([F:36])([F:35])[F:37])=[CH:18][N:17]=3)=[C:11]([O:38][CH3:39])[CH:10]=2)[CH2:5]1)(=[O:43])[CH3:2].